The task is: Predict the product of the given reaction.. This data is from Forward reaction prediction with 1.9M reactions from USPTO patents (1976-2016). (1) Given the reactants [CH3:1][C:2]([C:9]1[CH:14]=[CH:13][C:12]([OH:15])=[CH:11][CH:10]=1)([CH3:8])[CH2:3][C:4]([CH3:7])([CH3:6])[CH3:5].[CH2:16]1[O:18][C@H:17]1[CH2:19]Cl, predict the reaction product. The product is: [CH3:8][C:2]([C:9]1[CH:14]=[CH:13][C:12]([O:15][CH2:19][C@@H:17]2[CH2:16][O:18]2)=[CH:11][CH:10]=1)([CH3:1])[CH2:3][C:4]([CH3:5])([CH3:6])[CH3:7]. (2) Given the reactants [C:1]([O:5][C:6]([N:8]1[CH2:13][CH2:12][N:11]2[CH:14]=[CH:15][CH:16]=[C:10]2[CH:9]1[CH3:17])=[O:7])([CH3:4])([CH3:3])[CH3:2].C(N(CC)CC)C.[C:25]([O-:28])([O-])=O.[K+].[K+].[CH:31]([Cl:34])([Cl:33])[Cl:32], predict the reaction product. The product is: [C:1]([O:5][C:6]([N:8]1[CH2:13][CH2:12][N:11]2[C:14]([C:25](=[O:28])[C:31]([Cl:34])([Cl:33])[Cl:32])=[CH:15][CH:16]=[C:10]2[CH:9]1[CH3:17])=[O:7])([CH3:4])([CH3:2])[CH3:3]. (3) Given the reactants [N+:1]([C:4]1[CH:9]=[CH:8][C:7]([C:10]2[O:14][C:13]([C:15]([O:17][CH3:18])=[O:16])=[CH:12][CH:11]=2)=[CH:6][CH:5]=1)([O-])=O, predict the reaction product. The product is: [NH2:1][C:4]1[CH:5]=[CH:6][C:7]([C:10]2[O:14][C:13]([C:15]([O:17][CH3:18])=[O:16])=[CH:12][CH:11]=2)=[CH:8][CH:9]=1.